Dataset: Full USPTO retrosynthesis dataset with 1.9M reactions from patents (1976-2016). Task: Predict the reactants needed to synthesize the given product. (1) Given the product [F:17][C:18]1[CH:19]=[C:20]([NH:24][C:25]2[N:30]=[C:29]([NH:31][CH2:32][CH2:33][CH3:34])[C:28]([C:5]#[C:4][C:2]([CH:6]([C:12]([O:14][CH2:15][CH3:16])=[O:13])[C:7]([O:9][CH2:10][CH3:11])=[O:8])([CH3:3])[CH3:1])=[CH:27][N:26]=2)[CH:21]=[CH:22][CH:23]=1, predict the reactants needed to synthesize it. The reactants are: [CH3:1][C:2]([CH:6]([C:12]([O:14][CH2:15][CH3:16])=[O:13])[C:7]([O:9][CH2:10][CH3:11])=[O:8])([C:4]#[CH:5])[CH3:3].[F:17][C:18]1[CH:19]=[C:20]([NH:24][C:25]2[N:30]=[C:29]([NH:31][CH2:32][CH2:33][CH3:34])[C:28](I)=[CH:27][N:26]=2)[CH:21]=[CH:22][CH:23]=1.C(OCC)(=O)C.[Cl-].[NH4+]. (2) Given the product [OH:47][CH2:46][C@@H:45]([NH:44][C:26]([C:25]1[C:20]2[N:21]([C:17]([C:14]3[CH:15]=[CH:16][C:11]([NH:10][C:8](=[O:9])[CH2:7][C:1]4[CH:2]=[CH:3][CH:4]=[CH:5][CH:6]=4)=[CH:12][CH:13]=3)=[N:18][N:19]=2)[CH:22]=[CH:23][CH:24]=1)=[O:27])[CH2:48][CH3:49], predict the reactants needed to synthesize it. The reactants are: [C:1]1([CH2:7][C:8]([NH:10][C:11]2[CH:16]=[CH:15][C:14]([C:17]3[N:21]4[CH:22]=[CH:23][CH:24]=[C:25]([C:26](O)=[O:27])[C:20]4=[N:19][N:18]=3)=[CH:13][CH:12]=2)=[O:9])[CH:6]=[CH:5][CH:4]=[CH:3][CH:2]=1.C(Cl)CCl.C1C=CC2N(O)N=NC=2C=1.Cl.[NH2:44][C@@H:45]([CH2:48][CH3:49])[CH2:46][OH:47].C(N(CC)CC)C.